The task is: Regression. Given two drug SMILES strings and cell line genomic features, predict the synergy score measuring deviation from expected non-interaction effect.. This data is from NCI-60 drug combinations with 297,098 pairs across 59 cell lines. (1) Drug 1: CC(CN1CC(=O)NC(=O)C1)N2CC(=O)NC(=O)C2. Synergy scores: CSS=39.6, Synergy_ZIP=11.4, Synergy_Bliss=13.6, Synergy_Loewe=11.2, Synergy_HSA=15.1. Drug 2: C1=CC=C(C=C1)NC(=O)CCCCCCC(=O)NO. Cell line: MDA-MB-231. (2) Drug 2: CC1C(C(CC(O1)OC2CC(OC(C2O)C)OC3=CC4=CC5=C(C(=O)C(C(C5)C(C(=O)C(C(C)O)O)OC)OC6CC(C(C(O6)C)O)OC7CC(C(C(O7)C)O)OC8CC(C(C(O8)C)O)(C)O)C(=C4C(=C3C)O)O)O)O. Cell line: SK-MEL-2. Drug 1: CN1CCC(CC1)COC2=C(C=C3C(=C2)N=CN=C3NC4=C(C=C(C=C4)Br)F)OC. Synergy scores: CSS=55.9, Synergy_ZIP=34.2, Synergy_Bliss=32.5, Synergy_Loewe=29.4, Synergy_HSA=30.0. (3) Drug 1: CC1C(C(CC(O1)OC2CC(CC3=C2C(=C4C(=C3O)C(=O)C5=C(C4=O)C(=CC=C5)OC)O)(C(=O)CO)O)N)O.Cl. Synergy scores: CSS=39.8, Synergy_ZIP=0.395, Synergy_Bliss=6.00, Synergy_Loewe=7.22, Synergy_HSA=7.77. Drug 2: CCCCC(=O)OCC(=O)C1(CC(C2=C(C1)C(=C3C(=C2O)C(=O)C4=C(C3=O)C=CC=C4OC)O)OC5CC(C(C(O5)C)O)NC(=O)C(F)(F)F)O. Cell line: UACC-257. (4) Cell line: SNB-19. Synergy scores: CSS=7.88, Synergy_ZIP=-3.17, Synergy_Bliss=2.17, Synergy_Loewe=2.33, Synergy_HSA=2.34. Drug 1: COC1=C(C=C2C(=C1)N=CN=C2NC3=CC(=C(C=C3)F)Cl)OCCCN4CCOCC4. Drug 2: CC1CCCC2(C(O2)CC(NC(=O)CC(C(C(=O)C(C1O)C)(C)C)O)C(=CC3=CSC(=N3)C)C)C. (5) Drug 1: CC(C1=C(C=CC(=C1Cl)F)Cl)OC2=C(N=CC(=C2)C3=CN(N=C3)C4CCNCC4)N. Drug 2: CCN(CC)CCCC(C)NC1=C2C=C(C=CC2=NC3=C1C=CC(=C3)Cl)OC. Cell line: SK-MEL-28. Synergy scores: CSS=26.4, Synergy_ZIP=4.21, Synergy_Bliss=6.84, Synergy_Loewe=2.64, Synergy_HSA=2.78. (6) Cell line: SNB-75. Drug 2: CCC1(C2=C(COC1=O)C(=O)N3CC4=CC5=C(C=CC(=C5CN(C)C)O)N=C4C3=C2)O.Cl. Synergy scores: CSS=15.3, Synergy_ZIP=-1.79, Synergy_Bliss=0.530, Synergy_Loewe=-0.0362, Synergy_HSA=0.0350. Drug 1: CC1=C(C=C(C=C1)NC2=NC=CC(=N2)N(C)C3=CC4=NN(C(=C4C=C3)C)C)S(=O)(=O)N.Cl. (7) Drug 1: CC1CCC2CC(C(=CC=CC=CC(CC(C(=O)C(C(C(=CC(C(=O)CC(OC(=O)C3CCCCN3C(=O)C(=O)C1(O2)O)C(C)CC4CCC(C(C4)OC)O)C)C)O)OC)C)C)C)OC. Drug 2: C#CCC(CC1=CN=C2C(=N1)C(=NC(=N2)N)N)C3=CC=C(C=C3)C(=O)NC(CCC(=O)O)C(=O)O. Cell line: SN12C. Synergy scores: CSS=18.0, Synergy_ZIP=0.909, Synergy_Bliss=0.178, Synergy_Loewe=-13.0, Synergy_HSA=-0.281.